Dataset: Catalyst prediction with 721,799 reactions and 888 catalyst types from USPTO. Task: Predict which catalyst facilitates the given reaction. Reactant: [CH3:1][C:2]([CH3:9])([CH2:6][CH:7]=[CH2:8])[CH2:3][CH:4]=[O:5].[BH4-].[Na+].[Cl-].[NH4+]. Product: [CH3:1][C:2]([CH3:9])([CH2:6][CH:7]=[CH2:8])[CH2:3][CH2:4][OH:5]. The catalyst class is: 40.